This data is from Full USPTO retrosynthesis dataset with 1.9M reactions from patents (1976-2016). The task is: Predict the reactants needed to synthesize the given product. (1) The reactants are: Cl.Cl.Cl.Cl.[NH2:5][C:6]1([C:10]2[CH:15]=[CH:14][C:13]([N:16]3[C:20]4=[N:21][C:22]([C:25]5[CH:30]=[CH:29][CH:28]=[C:27]([N:31]6[CH2:36][CH2:35][CH:34]([NH2:37])[CH2:33][CH2:32]6)[CH:26]=5)=[CH:23][CH:24]=[C:19]4[N:18]=[C:17]3[C:38]3[C:39]([NH2:44])=[N:40][CH:41]=[CH:42][CH:43]=3)=[CH:12][CH:11]=2)[CH2:9][CH2:8][CH2:7]1.C(N(CC)CC)C.[CH3:52][S:53](Cl)(=[O:55])=[O:54]. Given the product [NH2:5][C:6]1([C:10]2[CH:11]=[CH:12][C:13]([N:16]3[C:20]4=[N:21][C:22]([C:25]5[CH:26]=[C:27]([N:31]6[CH2:32][CH2:33][CH:34]([NH:37][S:53]([CH3:52])(=[O:55])=[O:54])[CH2:35][CH2:36]6)[CH:28]=[CH:29][CH:30]=5)=[CH:23][CH:24]=[C:19]4[N:18]=[C:17]3[C:38]3[C:39]([NH2:44])=[N:40][CH:41]=[CH:42][CH:43]=3)=[CH:14][CH:15]=2)[CH2:7][CH2:8][CH2:9]1, predict the reactants needed to synthesize it. (2) Given the product [CH2:9]([O:11][C:12]([C:13]1[S:14][C:2]([C:3](=[O:5])[CH3:4])=[C:6]([CH3:7])[N:15]=1)=[O:16])[CH3:10], predict the reactants needed to synthesize it. The reactants are: Cl[CH:2]([C:6](=O)[CH3:7])[C:3](=[O:5])[CH3:4].[CH2:9]([O:11][C:12](=[O:16])[C:13]([NH2:15])=[S:14])[CH3:10]. (3) Given the product [CH:33]1([O:32][C:29]2[CH:30]=[CH:31][C:26]([N:7]3[C:8]4[C:13](=[CH:12][C:11]([C:16]5[CH:17]=[CH:18][C:19]([C:22]([F:23])([F:24])[F:25])=[CH:20][CH:21]=5)=[CH:10][CH:9]=4)[C:14](/[CH:45]=[CH:44]/[C:43]4[S:42][CH:41]=[N:40][C:39]=4[CH3:38])=[C:6]3[C:4]([OH:3])=[O:5])=[CH:27][CH:28]=2)[CH2:34][CH2:35][CH2:36][CH2:37]1, predict the reactants needed to synthesize it. The reactants are: C([O:3][C:4]([C:6]1[N:7]([C:26]2[CH:31]=[CH:30][C:29]([O:32][CH:33]3[CH2:37][CH2:36][CH2:35][CH2:34]3)=[CH:28][CH:27]=2)[C:8]2[C:13]([C:14]=1I)=[CH:12][C:11]([C:16]1[CH:21]=[CH:20][C:19]([C:22]([F:25])([F:24])[F:23])=[CH:18][CH:17]=1)=[CH:10][CH:9]=2)=[O:5])C.[CH3:38][C:39]1[N:40]=[CH:41][S:42][C:43]=1[CH:44]=[CH2:45]. (4) Given the product [CH:14]([O:1][C:2]1[CH:3]=[C:4]([CH:10]=[CH:11][CH:12]=1)[C:5]([O:7][CH2:8][CH3:9])=[O:6])([CH3:16])[CH3:15], predict the reactants needed to synthesize it. The reactants are: [OH:1][C:2]1[CH:3]=[C:4]([CH:10]=[CH:11][CH:12]=1)[C:5]([O:7][CH2:8][CH3:9])=[O:6].Br[CH:14]([CH3:16])[CH3:15]. (5) Given the product [C:1]([O:5][C:6](=[O:22])[NH:7][C:8]1[CH:13]=[C:12]([O:14][CH2:15][CH3:16])[C:11]([C:17]([F:20])([F:19])[F:18])=[CH:10][C:9]=1[NH:21][C:28](=[O:27])[CH2:29][C:30]([C:32]1[CH:37]=[CH:36][CH:35]=[C:34]([C:38]2[CH:39]=[N:40][C:41]([CH3:44])=[CH:42][CH:43]=2)[CH:33]=1)=[O:31])([CH3:2])([CH3:3])[CH3:4], predict the reactants needed to synthesize it. The reactants are: [C:1]([O:5][C:6](=[O:22])[NH:7][C:8]1[CH:13]=[C:12]([O:14][CH2:15][CH3:16])[C:11]([C:17]([F:20])([F:19])[F:18])=[CH:10][C:9]=1[NH2:21])([CH3:4])([CH3:3])[CH3:2].C([O:27][C:28](=O)[CH2:29][C:30]([C:32]1[CH:37]=[CH:36][CH:35]=[C:34]([C:38]2[CH:39]=[N:40][C:41]([CH3:44])=[CH:42][CH:43]=2)[CH:33]=1)=[O:31])(C)(C)C.